This data is from Forward reaction prediction with 1.9M reactions from USPTO patents (1976-2016). The task is: Predict the product of the given reaction. (1) Given the reactants [CH3:1][O:2][C:3]1[CH:4]=[C:5]([CH:8]=[CH:9][C:10]=1[N:11]1[CH:15]=[CH:14][CH:13]=[N:12]1)[CH:6]=O.[Br-].[O:17]1CCO[CH:18]1[CH2:22][P+](C1C=CC=CC=1)(C1C=CC=CC=1)C1C=CC=CC=1.COCCOCCN(CCOCCOC)CCOCCOC, predict the reaction product. The product is: [CH3:1][O:2][C:3]1[CH:4]=[C:5]([CH:6]=[CH:22][CH:18]=[O:17])[CH:8]=[CH:9][C:10]=1[N:11]1[CH:15]=[CH:14][CH:13]=[N:12]1. (2) Given the reactants [Br:1][C:2]1[CH:6]=[C:5]([C:7]([O:9]CC)=[O:8])[N:4]([C:12]2[C:17]([Cl:18])=[CH:16][CH:15]=[CH:14][N:13]=2)[N:3]=1.[OH-].[Na+], predict the reaction product. The product is: [Br:1][C:2]1[CH:6]=[C:5]([C:7]([OH:9])=[O:8])[N:4]([C:12]2[C:17]([Cl:18])=[CH:16][CH:15]=[CH:14][N:13]=2)[N:3]=1. (3) Given the reactants [C:1]([NH:11][C@H:12]([C:16]([OH:18])=[O:17])[CH:13]([CH3:15])[CH3:14])([O:3][CH2:4][C:5]1[CH:10]=[CH:9][CH:8]=[CH:7][CH:6]=1)=[O:2].CC(C)([O-])C.[K+].[C:25]([O:29][C:30](=[O:35])[CH2:31][CH2:32][CH2:33]Br)([CH3:28])([CH3:27])[CH3:26].C(=O)(O)[O-].[Na+], predict the reaction product. The product is: [C:25]([O:29][C:30](=[O:35])[CH2:31][CH2:32][CH2:33][O:17][C:16](=[O:18])[C@H:12]([CH:13]([CH3:14])[CH3:15])[NH:11][C:1]([O:3][CH2:4][C:5]1[CH:10]=[CH:9][CH:8]=[CH:7][CH:6]=1)=[O:2])([CH3:28])([CH3:27])[CH3:26]. (4) Given the reactants [CH2:1]([O:8][CH2:9][C@@H:10]([C:22]([OH:24])=O)[NH:11][C:12]([O:14][CH2:15][C:16]1[CH:21]=[CH:20][CH:19]=[CH:18][CH:17]=1)=[O:13])[C:2]1[CH:7]=[CH:6][CH:5]=[CH:4][CH:3]=1.[C:25]([O:29][C:30](=[O:46])[NH:31][CH2:32][CH2:33][CH2:34][C@H:35]([NH:38][C:39]([O:41][C:42]([CH3:45])([CH3:44])[CH3:43])=[O:40])[CH2:36][NH2:37])([CH3:28])([CH3:27])[CH3:26].C(Cl)CCl.C1C=CC2N(O)N=NC=2C=1, predict the reaction product. The product is: [CH2:15]([O:14][C:12](=[O:13])[NH:11][C@@H:10]([CH2:9][O:8][CH2:1][C:2]1[CH:3]=[CH:4][CH:5]=[CH:6][CH:7]=1)[C:22]([NH:37][CH2:36][C@@H:35]([NH:38][C:39]([O:41][C:42]([CH3:45])([CH3:44])[CH3:43])=[O:40])[CH2:34][CH2:33][CH2:32][NH:31][C:30]([O:29][C:25]([CH3:27])([CH3:28])[CH3:26])=[O:46])=[O:24])[C:16]1[CH:17]=[CH:18][CH:19]=[CH:20][CH:21]=1. (5) The product is: [Br:27][C:16]1[CH:17]=[C:18]([CH2:21][C:22]([O:24][CH2:25][CH3:26])=[O:23])[CH:19]=[CH:20][C:15]=1[NH:14][C:11]([C:1]1[C:10]2[C:5](=[CH:6][CH:7]=[CH:8][CH:9]=2)[CH:4]=[CH:3][N:2]=1)=[O:13]. Given the reactants [C:1]1([C:11]([OH:13])=O)[C:10]2[C:5](=[CH:6][CH:7]=[CH:8][CH:9]=2)[CH:4]=[CH:3][N:2]=1.[NH2:14][C:15]1[CH:20]=[CH:19][C:18]([CH2:21][C:22]([O:24][CH2:25][CH3:26])=[O:23])=[CH:17][C:16]=1[Br:27].C1C=CC2N(O)N=NC=2C=1.CCN=C=NCCCN(C)C.Cl, predict the reaction product. (6) Given the reactants [Br:1][C:2]1[C:3](=[O:25])[N:4]([CH2:18][C:19]2[CH:20]=[N:21][CH:22]=[CH:23][CH:24]=2)[C:5]([CH3:17])=[CH:6][C:7]=1[C:8]#[C:9][C:10]1[CH:15]=[CH:14][C:13]([F:16])=[CH:12][CH:11]=1.FC(F)(F)S(OC1C=C(C)N(CC2C=NC=CC=2)C(=O)C=1Br)(=O)=O.CCN(C(C)C)C(C)C.FC1C=CC(C#C)=CC=1, predict the reaction product. The product is: [Br:1][C:2]1[C:3](=[O:25])[N:4]([CH2:18][C:19]2[CH:20]=[N:21][CH:22]=[CH:23][CH:24]=2)[C:5]([CH3:17])=[CH:6][C:7]=1[CH2:8][CH2:9][C:10]1[CH:11]=[CH:12][C:13]([F:16])=[CH:14][CH:15]=1. (7) Given the reactants [Cl-].[Al+3].[Cl-].[Cl-].[C:5](Cl)(=[O:7])[CH3:6].[CH2:9]([C:24]1[CH:29]=[CH:28][CH:27]=[CH:26][CH:25]=1)[CH2:10][CH2:11][CH2:12][CH2:13][CH2:14][CH2:15][CH2:16][CH2:17][CH2:18][CH2:19][CH2:20][CH2:21][CH2:22][CH3:23], predict the reaction product. The product is: [C:5]([CH:12]([CH2:13][CH2:14][CH2:15][CH2:16][CH2:17][CH2:18][CH2:19][CH2:20][CH2:21][CH2:22][CH3:23])[CH2:11][CH2:10][CH2:9][C:24]1[CH:29]=[CH:28][CH:27]=[CH:26][CH:25]=1)(=[O:7])[CH3:6].